The task is: Predict the reaction yield, written as a fraction of the theoretical maximum amount of product (1.0 means a 100% yield; for example, 0.34 means a 34% yield).. This data is from Buchwald-Hartwig C-N cross coupling reaction yields with 55,370 reactions. (1) The reactants are COc1ccc(Cl)cc1.Cc1ccc(N)cc1.O=S(=O)(O[Pd]1c2ccccc2-c2ccccc2N~1)C(F)(F)F.COc1ccc(OC)c(P([C@]23C[C@H]4C[C@H](C[C@H](C4)C2)C3)[C@]23C[C@H]4C[C@H](C[C@H](C4)C2)C3)c1-c1c(C(C)C)cc(C(C)C)cc1C(C)C.CN(C)C(=NC(C)(C)C)N(C)C.c1ccc(-c2ccon2)cc1. No catalyst specified. The product is COc1ccc(Nc2ccc(C)cc2)cc1. The yield is 0.00859. (2) The reactants are Ic1ccccn1.Cc1ccc(N)cc1.O=S(=O)(O[Pd]1c2ccccc2-c2ccccc2N~1)C(F)(F)F.COc1ccc(OC)c(P([C@]23C[C@H]4C[C@H](C[C@H](C4)C2)C3)[C@]23C[C@H]4C[C@H](C[C@H](C4)C2)C3)c1-c1c(C(C)C)cc(C(C)C)cc1C(C)C.CN(C)C(=NC(C)(C)C)N(C)C.c1ccc(-c2cnoc2)cc1. No catalyst specified. The product is Cc1ccc(Nc2ccccn2)cc1. The yield is 0.504. (3) The reactants are FC(F)(F)c1ccc(Cl)cc1.Cc1ccc(N)cc1.O=S(=O)(O[Pd]1c2ccccc2-c2ccccc2N~1)C(F)(F)F.COc1ccc(OC)c(P(C(C)(C)C)C(C)(C)C)c1-c1c(C(C)C)cc(C(C)C)cc1C(C)C.CN(C)C(=NC(C)(C)C)N(C)C.CCOC(=O)c1cc(OC)no1. No catalyst specified. The product is Cc1ccc(Nc2ccc(C(F)(F)F)cc2)cc1. The yield is 0.0385. (4) The reactants are FC(F)(F)c1ccc(Cl)cc1.Cc1ccc(N)cc1.O=S(=O)(O[Pd]1c2ccccc2-c2ccccc2N~1)C(F)(F)F.COc1ccc(OC)c(P([C@]23C[C@H]4C[C@H](C[C@H](C4)C2)C3)[C@]23C[C@H]4C[C@H](C[C@H](C4)C2)C3)c1-c1c(C(C)C)cc(C(C)C)cc1C(C)C.CCN=P(N=P(N(C)C)(N(C)C)N(C)C)(N(C)C)N(C)C.c1ccc2nocc2c1. No catalyst specified. The product is Cc1ccc(Nc2ccc(C(F)(F)F)cc2)cc1. The yield is 0.0107.